Predict the product of the given reaction. From a dataset of Forward reaction prediction with 1.9M reactions from USPTO patents (1976-2016). (1) The product is: [F:34][C:33]([F:35])([F:36])[C:30]1[CH:31]=[CH:32][C:27]([CH2:26][NH:7][CH:8]([C:16]2[CH:17]=[CH:18][C:19]([C:22]([F:23])([F:25])[F:24])=[CH:20][CH:21]=2)[CH2:9]/[CH:10]=[CH:11]/[C:12]([O:14][CH3:15])=[O:13])=[CH:28][CH:29]=1. Given the reactants C(S([N:7]([CH2:26][C:27]1[CH:32]=[CH:31][C:30]([C:33]([F:36])([F:35])[F:34])=[CH:29][CH:28]=1)[CH:8]([C:16]1[CH:21]=[CH:20][C:19]([C:22]([F:25])([F:24])[F:23])=[CH:18][CH:17]=1)[CH2:9]/[CH:10]=[CH:11]/[C:12]([O:14][CH3:15])=[O:13])=O)(C)(C)C.Cl.C([O-])(O)=O.[Na+], predict the reaction product. (2) Given the reactants Cl[C:2]1[CH:3]=[CH:4][C:5]2[N:6]([C:8]([CH2:11][C:12]3[C:13]([F:23])=[C:14]4[C:18](=[CH:19][C:20]=3[F:21])[N:17]([CH3:22])[N:16]=[CH:15]4)=[CH:9][N:10]=2)[N:7]=1.[NH:24]1[CH2:29][CH2:28][NH:27][CH2:26][C:25]1=[O:30], predict the reaction product. The product is: [F:23][C:13]1[C:12]([CH2:11][C:8]2[N:6]3[N:7]=[C:2]([N:27]4[CH2:28][CH2:29][NH:24][C:25](=[O:30])[CH2:26]4)[CH:3]=[CH:4][C:5]3=[N:10][CH:9]=2)=[C:20]([F:21])[CH:19]=[C:18]2[C:14]=1[CH:15]=[N:16][N:17]2[CH3:22]. (3) Given the reactants C(O)C(N)(CO)CO.[NH2:9][C@@H:10]([CH2:14][CH2:15][C:16](N[C@H](C(NCC(O)=O)=O)CS)=O)[C:11]([OH:13])=[O:12].C(O)C(N)(CO)CO.Cl.[Mg+2].[Cl-].[Cl-].[CH2:41](S)[C@@H:42](O)[C@H:43]([OH:46])[CH2:44]S.P(OC[C@H]1O[C@@H](N2C3N=CN=C(N)C=3N=C2)[C@H](O)[C@@H]1O)(OP(OP(O)(O)=O)(O)=O)(=O)O.CC1C=CC(NC(C2C=CC(CN3CCN(C)CC3)=CC=2)=O)=CC=1NC1N=CC=C(C2C=CC=NC=2)N=1, predict the reaction product. The product is: [NH2:9][C@H:10]([C:11]([OH:13])=[O:12])[CH2:14][C:15]1[CH:16]=[CH:44][C:43]([OH:46])=[CH:42][CH:41]=1.